The task is: Predict the reaction yield, written as a fraction of the theoretical maximum amount of product (1.0 means a 100% yield; for example, 0.34 means a 34% yield).. This data is from Reaction yield outcomes from USPTO patents with 853,638 reactions. (1) The reactants are [C:1]([C:3]1[CH:8]=[CH:7][N:6]=[CH:5][CH:4]=1)#N.[Li].[C-]#[C-].[Li+].[Li+].[CH3:14][Si:15]([C:18]#C)([CH3:17])[CH3:16].C([Li])CCC. The catalyst is C1COCC1.C(#N)C1C=CC=CC=1. The product is [CH3:14][Si:15]([C:18]#[C:1][C:3]1[CH:8]=[CH:7][N:6]=[CH:5][CH:4]=1)([CH3:17])[CH3:16]. The yield is 0.560. (2) The reactants are [Cl:1][C:2]1[S:6][C:5]([C:7]([OH:9])=O)=[CH:4][C:3]=1[C:10]1[N:14]([CH3:15])[N:13]=[CH:12][C:11]=1[F:16].[NH2:17][C@@H:18]([CH2:31][C:32]1[CH:37]=[CH:36][CH:35]=[CH:34][C:33]=1[C:38]([F:41])([F:40])[F:39])[CH2:19][N:20]1[C:28](=[O:29])[C:27]2[C:22](=[CH:23][CH:24]=[CH:25][CH:26]=2)[C:21]1=[O:30].C(N(C(C)C)CC)(C)C.F[P-](F)(F)(F)(F)F.Br[P+](N1CCCC1)(N1CCCC1)N1CCCC1. The catalyst is C(Cl)Cl. The product is [Cl:1][C:2]1[S:6][C:5]([C:7]([NH:17][C@@H:18]([CH2:31][C:32]2[CH:37]=[CH:36][CH:35]=[CH:34][C:33]=2[C:38]([F:41])([F:39])[F:40])[CH2:19][N:20]2[C:28](=[O:29])[C:27]3[C:22](=[CH:23][CH:24]=[CH:25][CH:26]=3)[C:21]2=[O:30])=[O:9])=[CH:4][C:3]=1[C:10]1[N:14]([CH3:15])[N:13]=[CH:12][C:11]=1[F:16]. The yield is 0.635. (3) The reactants are [C:1]([O:5][C:6]([N:8]1[CH2:13][CH2:12][CH:11]([N:14]([C:20]2[CH:25]=[CH:24][C:23]([OH:26])=[CH:22][CH:21]=2)[CH2:15][CH2:16][CH:17]([CH3:19])[CH3:18])[CH2:10][CH2:9]1)=[O:7])([CH3:4])([CH3:3])[CH3:2].[H-].[Na+].CS(O[CH2:34][C:35]1[CH:40]=[CH:39][C:38]([F:41])=[CH:37][CH:36]=1)(=O)=O. The catalyst is CN(C=O)C.CCOC(C)=O. The product is [C:1]([O:5][C:6]([N:8]1[CH2:13][CH2:12][CH:11]([N:14]([C:20]2[CH:25]=[CH:24][C:23]([O:26][CH2:34][C:35]3[CH:40]=[CH:39][C:38]([F:41])=[CH:37][CH:36]=3)=[CH:22][CH:21]=2)[CH2:15][CH2:16][CH:17]([CH3:18])[CH3:19])[CH2:10][CH2:9]1)=[O:7])([CH3:3])([CH3:4])[CH3:2]. The yield is 0.910. (4) The reactants are [CH2:1]([O:3][C:4](=[O:28])[CH:5]([C:13]1[CH:18]=[CH:17][C:16]([N+:19]([O-:21])=[O:20])=[C:15]([O:22][CH2:23][C:24]([F:27])([F:26])[F:25])[CH:14]=1)C(OC(C)(C)C)=O)[CH3:2]. The catalyst is C(O)(=O)C. The product is [CH2:1]([O:3][C:4](=[O:28])[CH2:5][C:13]1[CH:18]=[CH:17][C:16]([N+:19]([O-:21])=[O:20])=[C:15]([O:22][CH2:23][C:24]([F:26])([F:27])[F:25])[CH:14]=1)[CH3:2]. The yield is 0.780. (5) The reactants are [CH3:1][C:2]1([CH3:24])[O:6][C@H:5]([CH2:7][O:8][C:9]2[CH:14]=[CH:13][C:12](B3OC(C)(C)C(C)(C)O3)=[CH:11][CH:10]=2)[CH2:4][O:3]1.Cl[C:26]1[N:31]=[C:30]([NH:32][C:33]([C:35]2([C:38]3[CH:48]=[CH:47][C:41]4[O:42][C:43]([F:46])([F:45])[O:44][C:40]=4[CH:39]=3)[CH2:37][CH2:36]2)=[O:34])[CH:29]=[CH:28][C:27]=1[CH3:49]. The catalyst is COCCOC.C([O-])([O-])=O.[Na+].[Na+].C1C=CC([P]([Pd]([P](C2C=CC=CC=2)(C2C=CC=CC=2)C2C=CC=CC=2)([P](C2C=CC=CC=2)(C2C=CC=CC=2)C2C=CC=CC=2)[P](C2C=CC=CC=2)(C2C=CC=CC=2)C2C=CC=CC=2)(C2C=CC=CC=2)C2C=CC=CC=2)=CC=1. The product is [F:46][C:43]1([F:45])[O:42][C:41]2[CH:47]=[CH:48][C:38]([C:35]3([C:33]([NH:32][C:30]4[CH:29]=[CH:28][C:27]([CH3:49])=[C:26]([C:12]5[CH:11]=[CH:10][C:9]([O:8][CH2:7][C@@H:5]6[CH2:4][O:3][C:2]([CH3:1])([CH3:24])[O:6]6)=[CH:14][CH:13]=5)[N:31]=4)=[O:34])[CH2:37][CH2:36]3)=[CH:39][C:40]=2[O:44]1. The yield is 0.790.